Task: Predict the reactants needed to synthesize the given product.. Dataset: Full USPTO retrosynthesis dataset with 1.9M reactions from patents (1976-2016) (1) Given the product [CH2:2]1[C:17]2([CH2:18][CH2:19][CH:20]([C:23]([O:25][CH2:26][CH3:27])=[O:24])[CH2:21][CH2:22]2)[CH2:16]1, predict the reactants needed to synthesize it. The reactants are: F[C:2](F)(F)C(O)=O.C([Zn]CC)C.ICI.[CH2:16]=[C:17]1[CH2:22][CH2:21][CH:20]([C:23]([O:25][CH2:26][CH3:27])=[O:24])[CH2:19][CH2:18]1. (2) Given the product [NH:1]1[CH2:6][CH2:5][CH2:4][CH:3]([O:15][C:13](=[O:23])[NH:14][CH3:7])[CH2:2]1, predict the reactants needed to synthesize it. The reactants are: [N:1]1[CH:6]=[CH:5][CH:4]=[CH:3][CH:2]=1.[C:7](Cl)(=O)C(C)C.[C:13](=[O:23])([O:15]CC1CCCNC1)[NH2:14].[Li+].[OH-]. (3) Given the product [CH:27]1([N:30]2[CH:34]=[C:33]([C:2]3[CH:11]=[C:10]4[C:5]([NH:6][C@@H:7]([CH3:20])[CH2:8][N:9]4[C:12]([O:14][CH:15]4[CH2:16][CH2:17][CH2:18][CH2:19]4)=[O:13])=[CH:4][CH:3]=3)[CH:32]=[N:31]2)[CH2:29][CH2:28]1, predict the reactants needed to synthesize it. The reactants are: Br[C:2]1[CH:11]=[C:10]2[C:5]([N:6](C(=O)C(F)(F)F)[C@@H:7]([CH3:20])[CH2:8][N:9]2[C:12]([O:14][CH:15]2[CH2:19][CH2:18][CH2:17][CH2:16]2)=[O:13])=[CH:4][CH:3]=1.[CH:27]1([N:30]2[CH:34]=[C:33](B3OC(C)(C)C(C)(C)O3)[CH:32]=[N:31]2)[CH2:29][CH2:28]1.CC(C1C=C(C(C)C)C(C2C=CC=CC=2P(C2CCCCC2)C2CCCCC2)=C(C(C)C)C=1)C.C(=O)([O-])[O-].[Cs+].[Cs+]. (4) Given the product [F:1][C:2]([F:7])([F:6])[C:3]([OH:5])=[O:4].[F:8][C:9]([F:14])([F:13])[C:10]([OH:12])=[O:11].[Cl:22][C:23]1[CH:24]=[N:25][C:26]2[NH:27][C:28]3[CH:29]=[N:30][CH:31]=[C:32]([CH:54]=3)[CH2:33][CH2:34][C:35]3[CH:43]=[C:39]([NH:40][C:41]=1[N:42]=2)[CH:38]=[CH:37][C:36]=3[O:44][CH2:45][C:46]([N:47]1[CH2:52][CH2:51][N:50]([C:58](=[O:59])[C:57]2[CH:61]=[CH:62][C:63]([F:65])=[CH:64][C:56]=2[F:55])[CH2:49][CH2:48]1)=[O:53], predict the reactants needed to synthesize it. The reactants are: [F:1][C:2]([F:7])([F:6])[C:3]([OH:5])=[O:4].[F:8][C:9]([F:14])([F:13])[C:10]([OH:12])=[O:11].FC(F)(F)C(O)=O.[Cl:22][C:23]1[CH:24]=[N:25][C:26]2[NH:27][C:28]3[CH:29]=[N:30][CH:31]=[C:32]([CH:54]=3)[CH2:33][CH2:34][C:35]3[CH:43]=[C:39]([NH:40][C:41]=1[N:42]=2)[CH:38]=[CH:37][C:36]=3[O:44][CH2:45][C:46](=[O:53])[N:47]1[CH2:52][CH2:51][NH:50][CH2:49][CH2:48]1.[F:55][C:56]1[CH:64]=[C:63]([F:65])[CH:62]=[CH:61][C:57]=1[C:58](Cl)=[O:59]. (5) Given the product [F:1][C:2]1[CH:7]=[CH:6][C:5]([CH:8]([C:15]2[CH:16]=[CH:17][C:18]([F:21])=[CH:19][CH:20]=2)[CH2:9][CH2:10][OH:11])=[CH:4][CH:3]=1, predict the reactants needed to synthesize it. The reactants are: [F:1][C:2]1[CH:7]=[CH:6][C:5]([CH:8]([C:15]2[CH:20]=[CH:19][C:18]([F:21])=[CH:17][CH:16]=2)[CH2:9][C:10](OCC)=[O:11])=[CH:4][CH:3]=1.[H-].[H-].[H-].[H-].[Li+].[Al+3]. (6) The reactants are: [OH:1][C:2]1[CH:7]=[CH:6][C:5]([C:8](=[C:24]2[CH2:29][CH2:28]O[CH2:26][CH2:25]2)[C:9]2[CH:14]=[CH:13][C:12](/[CH:15]=[CH:16]/[C:17]([O:19][C:20]([CH3:23])([CH3:22])[CH3:21])=[O:18])=[CH:11][CH:10]=2)=[CH:4][CH:3]=1.[C:30]1(O)[CH:35]=CC=C[CH:31]=1.C(OC(C)(C)C)(=O)C=C.CC1C=CC=CC=1P(C1C=CC=CC=1C)C1C=CC=CC=1C.CCN(CC)CC. Given the product [C:24]1(=[C:8]([C:5]2[CH:4]=[CH:3][C:2]([OH:1])=[CH:7][CH:6]=2)[C:9]2[CH:14]=[CH:13][C:12](/[CH:15]=[CH:16]/[C:17]([O:19][C:20]([CH3:21])([CH3:23])[CH3:22])=[O:18])=[CH:11][CH:10]=2)[CH2:29][CH2:28][CH2:35][CH2:30][CH2:31][CH2:26][CH2:25]1, predict the reactants needed to synthesize it. (7) Given the product [CH:2]([C:5]1[C:10]([O:11][CH3:12])=[CH:9][CH:8]=[CH:7][C:6]=1[OH:13])([CH3:4])[CH3:3], predict the reactants needed to synthesize it. The reactants are: O[C:2]([C:5]1[C:10]([O:11][CH3:12])=[CH:9][CH:8]=[CH:7][C:6]=1[OH:13])([CH3:4])[CH3:3].O.C([O-])=O.[NH4+]. (8) Given the product [NH2:8][CH:9]([C:24]1[CH:25]=[CH:26][CH:27]=[CH:28][CH:29]=1)[C:10]1[CH:11]=[CH:12][C:13]([P:16](=[O:23])([O:20][CH2:21][CH3:22])[O:17][CH2:18][CH3:19])=[N:14][CH:15]=1, predict the reactants needed to synthesize it. The reactants are: C(OC([NH:8][CH:9]([C:24]1[CH:29]=[CH:28][CH:27]=[CH:26][CH:25]=1)[C:10]1[CH:11]=[CH:12][C:13]([P:16](=[O:23])([O:20][CH2:21][CH3:22])[O:17][CH2:18][CH3:19])=[N:14][CH:15]=1)=O)(C)(C)C. (9) The reactants are: [Cl:1][C:2]1[C:10]2[O:9][CH2:8][CH2:7][C:6]=2[C:5]([CH:11]2[C@H:16]([O:17]CC3C=CC=CC=3)[C@@H:15]([O:25]CC3C=CC=CC=3)[C@H:14]([O:33]CC3C=CC=CC=3)[C@@H:13]([CH2:41][O:42]CC3C=CC=CC=3)[O:12]2)=[CH:4][C:3]=1[CH2:50][C:51]1[CH:56]=[CH:55][C:54]([O:57][CH3:58])=[CH:53][CH:52]=1. Given the product [Cl:1][C:2]1[C:10]2[O:9][CH2:8][CH2:7][C:6]=2[C:5]([C@H:11]2[C@H:16]([OH:17])[C@@H:15]([OH:25])[C@H:14]([OH:33])[C@@H:13]([CH2:41][OH:42])[O:12]2)=[CH:4][C:3]=1[CH2:50][C:51]1[CH:52]=[CH:53][C:54]([O:57][CH3:58])=[CH:55][CH:56]=1, predict the reactants needed to synthesize it. (10) Given the product [ClH:8].[Cl:24][CH:17]([CH3:18])[CH2:16][NH:15][CH2:14][CH2:13][C:12]1[CH:20]=[CH:21][C:9]([Cl:8])=[CH:10][CH:11]=1, predict the reactants needed to synthesize it. The reactants are: CN(C)C(=O)C.O.[Cl:8][C:9]1[CH:21]=[CH:20][C:12]([CH2:13][CH2:14][NH:15][CH2:16][CH:17](O)[CH3:18])=[CH:11][CH:10]=1.S(Cl)([Cl:24])=O.